From a dataset of Catalyst prediction with 721,799 reactions and 888 catalyst types from USPTO. Predict which catalyst facilitates the given reaction. (1) Reactant: [F:1][C:2]1[CH:27]=[CH:26][CH:25]=[C:24]([F:28])[C:3]=1[C:4]([NH:6][C:7]1[CH:11]=[CH:10][N:9]([CH2:12][C:13]2[CH:18]=[CH:17][C:16](I)=[CH:15][C:14]=2[C:20]([F:23])([F:22])[F:21])[N:8]=1)=[O:5].[Cl-].[CH3:30][Zn+]. Product: [F:1][C:2]1[CH:27]=[CH:26][CH:25]=[C:24]([F:28])[C:3]=1[C:4]([NH:6][C:7]1[CH:11]=[CH:10][N:9]([CH2:12][C:13]2[CH:18]=[CH:17][C:16]([CH3:30])=[CH:15][C:14]=2[C:20]([F:23])([F:22])[F:21])[N:8]=1)=[O:5]. The catalyst class is: 1. (2) Reactant: O=[C:2]1[CH2:7][CH2:6][CH2:5][CH2:4][CH:3]1[C:8]([O:10]CC)=O.C[O-].[Na+].[NH2:16][C:17]([NH2:19])=[O:18]. Product: [NH:16]1[C:2]2[CH2:7][CH2:6][CH2:5][CH2:4][C:3]=2[C:8](=[O:10])[NH:19][C:17]1=[O:18]. The catalyst class is: 8. (3) Reactant: [Cl:1][C:2]1[CH:7]=[CH:6][CH:5]=[C:4]([Cl:8])[C:3]=1[C:9]1[C:17]2[O:16][C@@H:15]([CH2:18][C:19]#[N:20])[CH2:14][C:13]=2[CH:12]=[C:11]([F:21])[CH:10]=1.B.O1CCCC1.Cl. Product: [Cl:1][C:2]1[CH:7]=[CH:6][CH:5]=[C:4]([Cl:8])[C:3]=1[C:9]1[C:17]2[O:16][C@@H:15]([CH2:18][CH2:19][NH2:20])[CH2:14][C:13]=2[CH:12]=[C:11]([F:21])[CH:10]=1. The catalyst class is: 13. (4) Reactant: [CH:1]1([Mg]Br)[CH2:3][CH2:2]1.[F:6][C:7]([F:17])([F:16])[C:8]([C:10]1[S:14][C:13]([SH:15])=[N:12][CH:11]=1)=[O:9].[NH4+].[Cl-]. Product: [CH:1]1([C:8]([C:10]2[S:14][C:13]([SH:15])=[N:12][CH:11]=2)([OH:9])[C:7]([F:16])([F:6])[F:17])[CH2:3][CH2:2]1. The catalyst class is: 1. (5) Reactant: [CH2:1]([NH:3][C:4](=[O:29])[NH:5][C:6]1[CH:27]=[CH:26][C:9]([O:10][C:11]2[C:20]3[C:15](=[CH:16][C:17]([O:24][CH3:25])=[C:18]([C:21]([OH:23])=O)[CH:19]=3)[N:14]=[CH:13][CH:12]=2)=[CH:8][C:7]=1[F:28])[CH3:2].[C:30]([CH2:32][CH2:33][NH2:34])#[N:31].F[P-](F)(F)(F)(F)F.N1(O[P+](N(C)C)(N(C)C)N(C)C)C2C=CC=CC=2N=N1. Product: [C:30]([CH2:32][CH2:33][NH:34][C:21]([C:18]1[CH:19]=[C:20]2[C:15](=[CH:16][C:17]=1[O:24][CH3:25])[N:14]=[CH:13][CH:12]=[C:11]2[O:10][C:9]1[CH:26]=[CH:27][C:6]([NH:5][C:4]([NH:3][CH2:1][CH3:2])=[O:29])=[C:7]([F:28])[CH:8]=1)=[O:23])#[N:31]. The catalyst class is: 66.